From a dataset of Reaction yield outcomes from USPTO patents with 853,638 reactions. Predict the reaction yield, written as a fraction of the theoretical maximum amount of product (1.0 means a 100% yield; for example, 0.34 means a 34% yield). The reactants are [NH2:1][C:2]1[CH:25]=[CH:24][C:5]([O:6][C:7]2[C:16]3[C:11](=[CH:12][C:13]([O:19][CH2:20][CH2:21][O:22][CH3:23])=[C:14]([C:17]#[N:18])[CH:15]=3)[N:10]=[CH:9][CH:8]=2)=[CH:4][CH:3]=1.[F:26][C:27]1[CH:32]=[CH:31][C:30]([N:33]=[C:34]=[O:35])=[CH:29][CH:28]=1. The catalyst is C1(C)C=CC=CC=1. The product is [C:17]([C:14]1[CH:15]=[C:16]2[C:11](=[CH:12][C:13]=1[O:19][CH2:20][CH2:21][O:22][CH3:23])[N:10]=[CH:9][CH:8]=[C:7]2[O:6][C:5]1[CH:4]=[CH:3][C:2]([NH:1][C:34]([NH:33][C:30]2[CH:31]=[CH:32][C:27]([F:26])=[CH:28][CH:29]=2)=[O:35])=[CH:25][CH:24]=1)#[N:18]. The yield is 0.964.